This data is from NCI-60 drug combinations with 297,098 pairs across 59 cell lines. The task is: Regression. Given two drug SMILES strings and cell line genomic features, predict the synergy score measuring deviation from expected non-interaction effect. (1) Drug 1: CN(CC1=CN=C2C(=N1)C(=NC(=N2)N)N)C3=CC=C(C=C3)C(=O)NC(CCC(=O)O)C(=O)O. Drug 2: COC1=NC(=NC2=C1N=CN2C3C(C(C(O3)CO)O)O)N. Cell line: UO-31. Synergy scores: CSS=48.8, Synergy_ZIP=-1.22, Synergy_Bliss=-1.87, Synergy_Loewe=-54.1, Synergy_HSA=-0.513. (2) Drug 1: CC1=C(C(=O)C2=C(C1=O)N3CC4C(C3(C2COC(=O)N)OC)N4)N. Drug 2: CC12CCC3C(C1CCC2OP(=O)(O)O)CCC4=C3C=CC(=C4)OC(=O)N(CCCl)CCCl.[Na+]. Synergy scores: CSS=26.0, Synergy_ZIP=-5.10, Synergy_Bliss=1.58, Synergy_Loewe=-13.0, Synergy_HSA=-0.869. Cell line: NCI-H322M. (3) Drug 1: CC(CN1CC(=O)NC(=O)C1)N2CC(=O)NC(=O)C2. Drug 2: CCCS(=O)(=O)NC1=C(C(=C(C=C1)F)C(=O)C2=CNC3=C2C=C(C=N3)C4=CC=C(C=C4)Cl)F. Cell line: SF-268. Synergy scores: CSS=7.88, Synergy_ZIP=-3.37, Synergy_Bliss=0.0724, Synergy_Loewe=-62.2, Synergy_HSA=-2.96.